Dataset: Forward reaction prediction with 1.9M reactions from USPTO patents (1976-2016). Task: Predict the product of the given reaction. (1) Given the reactants [NH2:1][C:2]1[S:3][C:4]([CH:8]=[O:9])=[C:5]([Cl:7])[N:6]=1.[C:10](O[C:10]([O:12][C:13]([CH3:16])([CH3:15])[CH3:14])=[O:11])([O:12][C:13]([CH3:16])([CH3:15])[CH3:14])=[O:11], predict the reaction product. The product is: [Cl:7][C:5]1[N:6]=[C:2]([NH:1][C:10](=[O:11])[O:12][C:13]([CH3:16])([CH3:15])[CH3:14])[S:3][C:4]=1[CH:8]=[O:9]. (2) Given the reactants C[N:2]1[C:6]2[C:7]([Cl:13])=[CH:8][CH:9]=[C:10]([C:11]#N)[C:5]=2[N:4]([CH3:14])[C:3]1=[O:15].[CH2:16]([Mg]Br)[CH3:17].Cl.C(=O)([O-])[OH:22].[Na+], predict the reaction product. The product is: [Cl:13][C:7]1[C:6]2[NH:2][C:3](=[O:15])[N:4]([CH3:14])[C:5]=2[C:10]([C:11](=[O:22])[CH2:16][CH3:17])=[CH:9][CH:8]=1. (3) The product is: [CH2:21]([NH:27][CH2:1][C:3]1[CH:18]=[CH:17][C:6]([O:7][C:8]2[CH:16]=[CH:15][C:11]([C:12]([NH2:14])=[O:13])=[CH:10][N:9]=2)=[C:5]([O:19][CH3:20])[CH:4]=1)[CH2:22][CH2:23][CH2:24][CH2:25][CH3:26]. Given the reactants [CH:1]([C:3]1[CH:18]=[CH:17][C:6]([O:7][C:8]2[CH:16]=[CH:15][C:11]([C:12]([NH2:14])=[O:13])=[CH:10][N:9]=2)=[C:5]([O:19][CH3:20])[CH:4]=1)=O.[CH2:21]([NH2:27])[CH2:22][CH2:23][CH2:24][CH2:25][CH3:26], predict the reaction product. (4) Given the reactants [CH3:1][O:2][C:3]([C:5]1[C:6]([OH:30])=[C:7]2[C:12](=[C:13](Br)[N:14]=1)[N:11]([CH2:16][C:17]1[CH:22]=[CH:21][CH:20]=[CH:19][CH:18]=1)[C:10](=[O:23])[C:9]([C:24]1[CH:29]=[CH:28][CH:27]=[CH:26][CH:25]=1)=[CH:8]2)=[O:4].[CH2:31]([O:33][C:34]1[N:39]=[CH:38][C:37]([Sn](CCCC)(CCCC)CCCC)=[CH:36][N:35]=1)[CH3:32].CCOC(C)=O.Cl, predict the reaction product. The product is: [CH3:1][O:2][C:3]([C:5]1[C:6]([OH:30])=[C:7]2[C:12](=[C:13]([C:37]3[CH:36]=[N:35][C:34]([O:33][CH2:31][CH3:32])=[N:39][CH:38]=3)[N:14]=1)[N:11]([CH2:16][C:17]1[CH:22]=[CH:21][CH:20]=[CH:19][CH:18]=1)[C:10](=[O:23])[C:9]([C:24]1[CH:29]=[CH:28][CH:27]=[CH:26][CH:25]=1)=[CH:8]2)=[O:4]. (5) Given the reactants [N+:1]([C:4]1[C:13]2[NH:12][C:11](=[O:14])[CH2:10][O:9][C:8]=2[CH:7]=[CH:6][CH:5]=1)([O-])=O, predict the reaction product. The product is: [NH2:1][C:4]1[C:13]2[NH:12][C:11](=[O:14])[CH2:10][O:9][C:8]=2[CH:7]=[CH:6][CH:5]=1. (6) Given the reactants [CH2:1]([O:8][C:9]([NH:11][CH:12]([CH:17]([S:24][CH2:25][CH2:26][NH:27]C(OC(C)(C)C)=O)[C:18]1[CH:23]=[CH:22][CH:21]=[CH:20][CH:19]=1)[C:13]([O:15][CH3:16])=[O:14])=[O:10])[C:2]1[CH:7]=[CH:6][CH:5]=[CH:4][CH:3]=1.CO.C(Cl)(=O)C.CCOCC, predict the reaction product. The product is: [NH2:27][CH2:26][CH2:25][S:24][CH:17]([C:18]1[CH:23]=[CH:22][CH:21]=[CH:20][CH:19]=1)[CH:12]([NH:11][C:9]([O:8][CH2:1][C:2]1[CH:7]=[CH:6][CH:5]=[CH:4][CH:3]=1)=[O:10])[C:13]([O:15][CH3:16])=[O:14]. (7) Given the reactants [F:1][C:2]1[CH:7]=[CH:6][C:5]([C:8]2[O:12][N:11]=[C:10]([C:13]([NH:15][CH2:16][CH2:17][CH2:18][CH2:19][C:20]([OH:22])=O)=[O:14])[CH:9]=2)=[CH:4][CH:3]=1.CN(C(ON1N=NC2C=[CH:35][CH:36]=[N:37][C:32]1=2)=[N+](C)C)C.F[P-](F)(F)(F)(F)F.Cl.CCN(C(C)C)C(C)C, predict the reaction product. The product is: [N:37]1([C:20](=[O:22])[CH2:19][CH2:18][CH2:17][CH2:16][NH:15][C:13]([C:10]2[CH:9]=[C:8]([C:5]3[CH:4]=[CH:3][C:2]([F:1])=[CH:7][CH:6]=3)[O:12][N:11]=2)=[O:14])[CH2:36][CH2:35][CH2:32]1.